Dataset: Full USPTO retrosynthesis dataset with 1.9M reactions from patents (1976-2016). Task: Predict the reactants needed to synthesize the given product. (1) The reactants are: CCN(CC)CC.[C:16](O[C:16]([O:18][C:19]([CH3:22])([CH3:21])[CH3:20])=[O:17])([O:18][C:19]([CH3:22])([CH3:21])[CH3:20])=[O:17].[NH2:23][CH:24]([CH2:28][C:29]1[CH:34]=[CH:33][C:32]([OH:35])=[CH:31][C:30]=1[F:36])[C:25]([OH:27])=[O:26]. Given the product [C:19]([O:18][C:16]([NH:23][CH:24]([CH2:28][C:29]1[CH:34]=[CH:33][C:32]([OH:35])=[CH:31][C:30]=1[F:36])[C:25]([OH:27])=[O:26])=[O:17])([CH3:20])([CH3:21])[CH3:22], predict the reactants needed to synthesize it. (2) Given the product [ClH:26].[ClH:1].[ClH:26].[Cl:26][C:23]1[CH:24]=[CH:25][C:20]([C:18]2[N:19]=[C:15]([CH:12]3[CH2:11][CH2:10][NH:9][CH2:14][CH2:13]3)[N:16]([CH2:27][CH2:28][N:29]([CH3:31])[CH3:30])[CH:17]=2)=[CH:21][CH:22]=1, predict the reactants needed to synthesize it. The reactants are: [ClH:1].C(OC([N:9]1[CH2:14][CH2:13][CH:12]([C:15]2[N:16]([CH2:27][CH2:28][N:29]([CH3:31])[CH3:30])[CH:17]=[C:18]([C:20]3[CH:25]=[CH:24][C:23]([Cl:26])=[CH:22][CH:21]=3)[N:19]=2)[CH2:11][CH2:10]1)=O)(C)(C)C. (3) Given the product [Cl:1][C:2]1[CH:3]=[C:4]([CH:24]=[CH:25][C:26]=1[F:27])[CH2:5][N:6]1[CH2:15][CH2:14][C:13]2[C:8](=[C:9]([OH:22])[C:10](=[O:21])[N:11]([CH3:28])[C:12]=2[C:16]([O:18][CH3:19])=[O:17])[C:7]1=[O:23], predict the reactants needed to synthesize it. The reactants are: [Cl:1][C:2]1[CH:3]=[C:4]([CH:24]=[CH:25][C:26]=1[F:27])[CH2:5][N:6]1[CH2:15][CH2:14][C:13]2[C:12]([C:16]([O:18][CH2:19]C)=[O:17])=[N:11][C:10]([OH:21])=[C:9]([OH:22])[C:8]=2[C:7]1=[O:23].[CH3:28][O-].[Mg+2].C[O-]. (4) Given the product [Cl:25][C:23]1[N:22]([C:1](=[O:3])[CH3:2])[CH2:21][C:16]2[N:17]=[C:18]([Cl:20])[N:19]=[C:14]([NH:13][C:8]3[CH:9]=[CH:10][C:11]([F:12])=[C:6]([Cl:5])[CH:7]=3)[C:15]=2[N:24]=1, predict the reactants needed to synthesize it. The reactants are: [C:1](Cl)(=[O:3])[CH3:2].[Cl:5][C:6]1[CH:7]=[C:8]([NH:13][C:14]2[C:15]3[N:24]=[C:23]([Cl:25])[NH:22][CH2:21][C:16]=3[N:17]=[C:18]([Cl:20])[N:19]=2)[CH:9]=[CH:10][C:11]=1[F:12].C(N(C(C)C)C(C)C)C. (5) Given the product [Cl:1][C:2]1[N:3]=[CH:4][C:5]2[CH:14]=[C:15]([CH:16]([O:20][CH2:21][CH3:22])[O:17][CH2:18][CH3:19])[N:8]([CH:9]([CH2:12][CH3:13])[CH2:10][CH3:11])[C:6]=2[N:7]=1, predict the reactants needed to synthesize it. The reactants are: [Cl:1][C:2]1[N:7]=[C:6]([NH:8][CH:9]([CH2:12][CH3:13])[CH2:10][CH3:11])[C:5]([C:14]#[C:15][CH:16]([O:20][CH2:21][CH3:22])[O:17][CH2:18][CH3:19])=[CH:4][N:3]=1.